Dataset: CYP3A4 inhibition data for predicting drug metabolism from PubChem BioAssay. Task: Regression/Classification. Given a drug SMILES string, predict its absorption, distribution, metabolism, or excretion properties. Task type varies by dataset: regression for continuous measurements (e.g., permeability, clearance, half-life) or binary classification for categorical outcomes (e.g., BBB penetration, CYP inhibition). Dataset: cyp3a4_veith. (1) The compound is CN(C1CCCCC1)S(=O)(=O)c1ccc(NC(=S)NC(=O)c2cccs2)cc1. The result is 1 (inhibitor). (2) The molecule is COC(=O)[C@@]1(Cc2ccc(F)cc2)[C@H]2c3cc(C(=O)N4CCCC4)n(CCO)c3C[C@H]2CN1C(=O)c1ccccc1. The result is 1 (inhibitor). (3) The molecule is CC(=O)CC(=O)Nc1ccc2ccccc2c1. The result is 0 (non-inhibitor). (4) The molecule is C=C[C@@]1(C)CC(=O)[C@]2(O)[C@](C)(O1)[C@@H](OC(C)=O)[C@@H](OC(=O)CCN(C)C)[C@H]1C(C)(C)CC[C@H](O)[C@@]12C. The result is 1 (inhibitor). (5) The drug is CC(=O)[C@@]1(N=Nc2ccc(S(N)(=O)=O)cc2)CCOC1=O. The result is 0 (non-inhibitor). (6) The compound is COc1ccc(-c2nc3cnc(Oc4ccccc4)nc3n(Cc3cccs3)c2=O)cc1. The result is 0 (non-inhibitor). (7) The result is 0 (non-inhibitor). The drug is Cc1ccccc1OC[C@H](O)CO. (8) The drug is CC(=O)N1CCC(=O)N(C(C)C)c2ccccc21. The result is 0 (non-inhibitor). (9) The result is 1 (inhibitor). The compound is CCOc1ccc(-c2nnn(CC(=O)Nc3cc(OC)ccc3OC)n2)cc1OCC.